Task: Predict the reaction yield, written as a fraction of the theoretical maximum amount of product (1.0 means a 100% yield; for example, 0.34 means a 34% yield).. Dataset: Reaction yield outcomes from USPTO patents with 853,638 reactions (1) The product is [Br:17][C:4]1[C:5]2[S:9][C:8]([NH:10][C:11]([NH:13][CH2:14][CH3:15])=[O:12])=[N:7][C:6]=2[CH:16]=[C:2]([C:30]2[CH:29]=[N:28][CH:27]=[C:26]([O:25][CH3:24])[CH:31]=2)[CH:3]=1. The yield is 0.150. The reactants are Br[C:2]1[CH:3]=[C:4]([Br:17])[C:5]2[S:9][C:8]([NH:10][C:11]([NH:13][CH2:14][CH3:15])=[O:12])=[N:7][C:6]=2[CH:16]=1.C(=O)([O-])[O-].[Na+].[Na+].[CH3:24][O:25][C:26]1[CH:27]=[N:28][CH:29]=[C:30](B2OC(C)(C)C(C)(C)O2)[CH:31]=1. The catalyst is CN(C)C=O.O. (2) The reactants are FC(F)(F)S(O[C:7]1[CH:12]=[CH:11][C:10]([N:13]2[CH:18]=[C:17]([O:19][CH3:20])[C:16](=[O:21])[C:15]([C:22]3[N:26]([C:27]4[CH:32]=[CH:31][CH:30]=[CH:29][CH:28]=4)[N:25]=[CH:24][CH:23]=3)=[N:14]2)=[C:9]([F:33])[CH:8]=1)(=O)=O.[CH3:36][C:37]1[C:41](B(O)O)=[C:40]([CH3:45])[O:39][N:38]=1.C([O-])([O-])=O.[Na+].[Na+].COCCOC. The catalyst is C1C=CC([P]([Pd]([P](C2C=CC=CC=2)(C2C=CC=CC=2)C2C=CC=CC=2)([P](C2C=CC=CC=2)(C2C=CC=CC=2)C2C=CC=CC=2)[P](C2C=CC=CC=2)(C2C=CC=CC=2)C2C=CC=CC=2)(C2C=CC=CC=2)C2C=CC=CC=2)=CC=1.O. The product is [CH3:36][C:37]1[C:41]([C:7]2[CH:12]=[CH:11][C:10]([N:13]3[CH:18]=[C:17]([O:19][CH3:20])[C:16](=[O:21])[C:15]([C:22]4[N:26]([C:27]5[CH:32]=[CH:31][CH:30]=[CH:29][CH:28]=5)[N:25]=[CH:24][CH:23]=4)=[N:14]3)=[C:9]([F:33])[CH:8]=2)=[C:40]([CH3:45])[O:39][N:38]=1. The yield is 0.590. (3) The reactants are [NH2:1][C:2]1[N:7]=[CH:6][N:5]=[C:4]2[N:8]([CH2:12][C@H:13]3[CH2:17][CH2:16][CH2:15][N:14]3[C:18]([O:20][C:21]([CH3:24])([CH3:23])[CH3:22])=[O:19])[N:9]=[C:10](I)[C:3]=12.[F:25][C:26]1[CH:47]=[CH:46][CH:45]=[C:44]([F:48])[C:27]=1[O:28][C:29]1[CH:34]=[CH:33][C:32](B2OC(C)(C)C(C)(C)O2)=[CH:31][CH:30]=1.C(=O)([O-])[O-].[Na+].[Na+]. The catalyst is O1CCOCC1.O. The product is [NH2:1][C:2]1[N:7]=[CH:6][N:5]=[C:4]2[N:8]([CH2:12][C@H:13]3[CH2:17][CH2:16][CH2:15][N:14]3[C:18]([O:20][C:21]([CH3:24])([CH3:23])[CH3:22])=[O:19])[N:9]=[C:10]([C:32]3[CH:31]=[CH:30][C:29]([O:28][C:27]4[C:44]([F:48])=[CH:45][CH:46]=[CH:47][C:26]=4[F:25])=[CH:34][CH:33]=3)[C:3]=12. The yield is 0.790. (4) No catalyst specified. The product is [N:19]1([C:6]([C:5]2[CH:4]=[N:3][C:2]([Cl:1])=[C:10]([O:11][CH3:12])[CH:9]=2)=[O:8])[CH2:20][CH2:21][CH2:35][CH2:34][CH2:23][CH2:22]1. The yield is 1.00. The reactants are [Cl:1][C:2]1[C:10]([O:11][CH3:12])=[CH:9][C:5]([C:6]([OH:8])=O)=[CH:4][N:3]=1.S(Cl)(Cl)=O.C([N:19]([CH2:22][CH3:23])[CH2:20][CH3:21])C.C1N2CN3CN(C2)CN1C3.[CH3:34][C:35](OC)(C)C. (5) The reactants are [Cl:1][C:2]1[CH:24]=[CH:23][C:22]([C:25]([F:28])([F:27])[F:26])=[CH:21][C:3]=1[CH2:4][NH:5][CH2:6][C:7]1[CH:12]=[C:11]([C:13]([F:16])([F:15])[F:14])[CH:10]=[C:9]([C:17]([F:20])([F:19])[F:18])[CH:8]=1.C([O-])(=O)C.[Na+].C(O)C.[N:37]#[C:38]Br. The catalyst is ClCCl.C1(C)C=CC=CC=1.[OH-].[Na+]. The product is [Cl:1][C:2]1[CH:24]=[CH:23][C:22]([C:25]([F:26])([F:27])[F:28])=[CH:21][C:3]=1[CH2:4][N:5]([CH2:6][C:7]1[CH:12]=[C:11]([C:13]([F:15])([F:16])[F:14])[CH:10]=[C:9]([C:17]([F:18])([F:19])[F:20])[CH:8]=1)[C:38]#[N:37]. The yield is 0.740. (6) The reactants are [CH:1]([C:3]1[CH:20]=[CH:19][C:6]([O:7][CH2:8][CH2:9][C:10]2[CH:18]=[CH:17][C:13]([C:14]([OH:16])=O)=[CH:12][CH:11]=2)=[CH:5][CH:4]=1)=[O:2].CN(C(O[N:29]1N=N[C:31]2C=CC=[CH:35][C:30]1=2)=[N+](C)C)C.[B-](F)(F)(F)F.C(N)(C)C.O. The catalyst is CN(C1C=CN=CC=1)C.CN(C=O)C. The product is [CH:1]([C:3]1[CH:4]=[CH:5][C:6]([O:7][CH2:8][CH2:9][C:10]2[CH:11]=[CH:12][C:13]([C:14]([NH:29][CH:30]([CH3:35])[CH3:31])=[O:16])=[CH:17][CH:18]=2)=[CH:19][CH:20]=1)=[O:2]. The yield is 0.856. (7) The reactants are [C:1]([O:5][C:6]([N:8]1[CH2:12][CH2:11][CH:10]([NH2:13])[CH2:9]1)=[O:7])([CH3:4])([CH3:3])[CH3:2].C(N(CC)CC)C.[Cl:21][CH2:22][C:23](Cl)=[O:24]. The catalyst is C(Cl)Cl. The product is [C:1]([O:5][C:6]([N:8]1[CH2:12][CH2:11][CH:10]([NH:13][C:23](=[O:24])[CH2:22][Cl:21])[CH2:9]1)=[O:7])([CH3:4])([CH3:2])[CH3:3]. The yield is 0.330.